From a dataset of Reaction yield outcomes from USPTO patents with 853,638 reactions. Predict the reaction yield, written as a fraction of the theoretical maximum amount of product (1.0 means a 100% yield; for example, 0.34 means a 34% yield). (1) The reactants are [OH:1][C:2]1[CH:7]=[CH:6][C:5]([CH2:8][C:9](=[O:11])[CH3:10])=[CH:4][CH:3]=1.C(=O)([O-])[O-].[K+].[K+].Br[CH2:19][CH2:20][CH2:21][Cl:22]. The catalyst is CC(C)=O. The product is [Cl:22][CH2:21][CH2:20][CH2:19][O:1][C:2]1[CH:3]=[CH:4][C:5]([CH2:8][C:9](=[O:11])[CH3:10])=[CH:6][CH:7]=1. The yield is 0.930. (2) The reactants are [CH3:1][N:2]([C:7]1[N:12]=[C:11]([C:13]2[CH:18]=[CH:17][C:16]([F:19])=[CH:15][CH:14]=2)[C:10](/[CH:20]=[CH:21]/[C@H:22]2[O:27][C:26](C)([CH3:28])[O:25][C@@H:24](CC(N(OC)C)=O)[CH2:23]2)=[C:9]([CH:37]([CH3:39])[CH3:38])[N:8]=1)[S:3]([CH3:6])(=[O:5])=[O:4].S(=O)(=O)(O)[OH:41]. The catalyst is C(#N)C. The product is [CH3:1][N:2]([C:7]1[N:12]=[C:11]([C:13]2[CH:18]=[CH:17][C:16]([F:19])=[CH:15][CH:14]=2)[C:10](/[CH:20]=[CH:21]/[C@H:22]2[O:27][C:26](=[O:41])[CH2:28][C@H:24]([OH:25])[CH2:23]2)=[C:9]([CH:37]([CH3:39])[CH3:38])[N:8]=1)[S:3]([CH3:6])(=[O:4])=[O:5]. The yield is 0.820. (3) The reactants are [H-].[Al+3].[Li+].[H-].[H-].[H-].[C:7]([N:26]1[CH2:33][CH2:32][CH2:31][C@@H:27]1[C:28]([NH2:30])=O)([C:20]1[CH:25]=[CH:24][CH:23]=[CH:22][CH:21]=1)([C:14]1[CH:19]=[CH:18][CH:17]=[CH:16][CH:15]=1)[C:8]1[CH:13]=[CH:12][CH:11]=[CH:10][CH:9]=1.O.[OH-].[Na+]. The catalyst is C1COCC1. The product is [C:7]([N:26]1[CH2:33][CH2:32][CH2:31][C@@H:27]1[CH2:28][NH2:30])([C:14]1[CH:15]=[CH:16][CH:17]=[CH:18][CH:19]=1)([C:20]1[CH:25]=[CH:24][CH:23]=[CH:22][CH:21]=1)[C:8]1[CH:9]=[CH:10][CH:11]=[CH:12][CH:13]=1. The yield is 0.950. (4) The catalyst is C1COCC1. The yield is 0.900. The reactants are C[N:2]([CH3:20])/[CH:3]=[C:4](/[C:10](=[O:19])[C:11]1[CH:16]=[C:15]([I:17])[CH:14]=[CH:13][C:12]=1F)\[C:5]([O:7][CH2:8][CH3:9])=[O:6].[CH3:21][N:22]1[CH2:27][CH2:26][CH:25]([CH:28](N)C)[CH2:24][CH2:23]1.C(=O)([O-])[O-].[K+].[K+]. The product is [I:17][C:15]1[CH:16]=[C:11]2[C:12](=[CH:13][CH:14]=1)[N:2]([CH2:20][CH2:28][CH:25]1[CH2:26][CH2:27][N:22]([CH3:21])[CH2:23][CH2:24]1)[CH:3]=[C:4]([C:5]([O:7][CH2:8][CH3:9])=[O:6])[C:10]2=[O:19]. (5) The reactants are [CH3:1][C:2]1([CH3:12])[O:7][CH2:6][C:5]([CH3:11])([C:8]([OH:10])=O)[CH2:4][O:3]1.CN(C(ON1N=NC2C=CC=NC1=2)=[N+](C)C)C.F[P-](F)(F)(F)(F)F.CCN(C(C)C)C(C)C.[NH2:46][C:47]1[CH:52]=[CH:51][CH:50]=[C:49]([C:53]2[CH:58]=[CH:57][CH:56]=[CH:55][CH:54]=2)[C:48]=1[C:59]([NH2:61])=[O:60]. The catalyst is C(Cl)Cl. The product is [C:59]([C:48]1[C:47]([NH:46][C:8]([C:5]2([CH3:11])[CH2:4][O:3][C:2]([CH3:1])([CH3:12])[O:7][CH2:6]2)=[O:10])=[CH:52][CH:51]=[CH:50][C:49]=1[C:53]1[CH:58]=[CH:57][CH:56]=[CH:55][CH:54]=1)(=[O:60])[NH2:61]. The yield is 0.240. (6) The reactants are [CH:1]([N:4]1[CH2:9][CH2:8][N:7]([C:10]([C:12]2[CH:13]=[C:14]3[C:18](=[CH:19][CH:20]=2)[NH:17][C:16]([C:21]([N:23]2[CH2:28][CH2:27][CH:26]([O:29][CH3:30])[CH2:25][CH2:24]2)=[O:22])=[CH:15]3)=[O:11])[CH2:6][CH2:5]1)([CH3:3])[CH3:2].[F:31][C:32]([F:43])([F:42])[C:33]1[CH:34]=[C:35](B(O)O)[CH:36]=[CH:37][CH:38]=1.N1C=CC=CC=1. The catalyst is ClCCl.C([O-])(=O)C.[Cu+2].C([O-])(=O)C. The product is [CH:1]([N:4]1[CH2:9][CH2:8][N:7]([C:10]([C:12]2[CH:13]=[C:14]3[C:18](=[CH:19][CH:20]=2)[N:17]([C:37]2[CH:36]=[CH:35][CH:34]=[C:33]([C:32]([F:43])([F:42])[F:31])[CH:38]=2)[C:16]([C:21]([N:23]2[CH2:28][CH2:27][CH:26]([O:29][CH3:30])[CH2:25][CH2:24]2)=[O:22])=[CH:15]3)=[O:11])[CH2:6][CH2:5]1)([CH3:3])[CH3:2]. The yield is 0.650. (7) The reactants are [CH3:1][O:2][C:3](=[O:28])[CH2:4][O:5][CH2:6]/[CH:7]=[CH:8]\[CH2:9][N:10]1[C@@H:15](/[CH:16]=[CH:17]/[C:18](=[O:26])[CH2:19][C:20]2[CH:25]=[CH:24][CH:23]=[CH:22][CH:21]=2)[CH2:14][CH2:13][CH2:12][C:11]1=[O:27].[H][H]. The catalyst is [Pd].CO. The product is [CH3:1][O:2][C:3](=[O:28])[CH2:4][O:5][CH2:6][CH2:7][CH2:8][CH2:9][N:10]1[C@@H:15]([CH2:16][CH2:17][C:18](=[O:26])[CH2:19][C:20]2[CH:25]=[CH:24][CH:23]=[CH:22][CH:21]=2)[CH2:14][CH2:13][CH2:12][C:11]1=[O:27]. The yield is 0.850.